The task is: Predict the reactants needed to synthesize the given product.. This data is from Full USPTO retrosynthesis dataset with 1.9M reactions from patents (1976-2016). Given the product [Cl:1][C:2]1[CH:3]=[CH:4][C:5]2[N:6]([C:8]([CH2:11][C:12]3[CH:22]=[CH:21][C:15]4[N:16]=[C:17]([S:19]([CH3:20])=[O:31])[S:18][C:14]=4[CH:13]=3)=[CH:9][N:10]=2)[N:7]=1, predict the reactants needed to synthesize it. The reactants are: [Cl:1][C:2]1[CH:3]=[CH:4][C:5]2[N:6]([C:8]([CH2:11][C:12]3[CH:22]=[CH:21][C:15]4[N:16]=[C:17]([S:19][CH3:20])[S:18][C:14]=4[CH:13]=3)=[CH:9][N:10]=2)[N:7]=1.C1C=C(Cl)C=C(C(OO)=[O:31])C=1.[O-]S([O-])(=S)=O.[Na+].[Na+].